From a dataset of Reaction yield outcomes from USPTO patents with 853,638 reactions. Predict the reaction yield, written as a fraction of the theoretical maximum amount of product (1.0 means a 100% yield; for example, 0.34 means a 34% yield). (1) The reactants are [Cl:1][C:2]1[C:3]([OH:38])=[C:4]([S:9]([N:12]([CH2:30][C:31]2[CH:36]=[CH:35][C:34]([F:37])=[CH:33][CH:32]=2)[CH2:13][C:14]2[CH:19]=[CH:18][C:17]([CH2:20][NH:21][CH2:22][C:23]3[CH:28]=[CH:27][C:26]([F:29])=[CH:25][CH:24]=3)=[CH:16][CH:15]=2)(=[O:11])=[O:10])[CH:5]=[C:6]([Cl:8])[CH:7]=1.[F:39][C:40]([F:52])([F:51])[C:41]1[N:46]=[CH:45][C:44]([S:47](Cl)(=[O:49])=[O:48])=[CH:43][CH:42]=1.C(N(C(C)C)CC)(C)C. The catalyst is C(Cl)Cl. The product is [Cl:1][C:2]1[C:3]([OH:38])=[C:4]([S:9]([N:12]([CH2:13][C:14]2[CH:19]=[CH:18][C:17]([CH2:20][N:21]([CH2:22][C:23]3[CH:28]=[CH:27][C:26]([F:29])=[CH:25][CH:24]=3)[S:47]([C:44]3[CH:45]=[N:46][C:41]([C:40]([F:52])([F:39])[F:51])=[CH:42][CH:43]=3)(=[O:49])=[O:48])=[CH:16][CH:15]=2)[CH2:30][C:31]2[CH:32]=[CH:33][C:34]([F:37])=[CH:35][CH:36]=2)(=[O:10])=[O:11])[CH:5]=[C:6]([Cl:8])[CH:7]=1. The yield is 0.570. (2) The reactants are C1(P(C2C=CC=CC=2)C2C=CC=CC=2)C=CC=CC=1.[CH3:20][CH:21]([CH3:41])[CH2:22][CH:23]([C:25]1[CH:30]=[CH:29][C:28]([C:31]2[CH:36]=[CH:35][C:34]([C:37]([F:40])([F:39])[F:38])=[CH:33][CH:32]=2)=[CH:27][CH:26]=1)[OH:24].O[C:43]1[CH:52]=[CH:51][C:46]([C:47]([O:49][CH3:50])=[O:48])=[CH:45][N:44]=1.N(C(OC(C)C)=O)=NC(OC(C)C)=O. The catalyst is O1CCCC1. The product is [CH3:20][CH:21]([CH3:41])[CH2:22][CH:23]([C:25]1[CH:30]=[CH:29][C:28]([C:31]2[CH:36]=[CH:35][C:34]([C:37]([F:38])([F:39])[F:40])=[CH:33][CH:32]=2)=[CH:27][CH:26]=1)[O:24][C:43]1[CH:52]=[CH:51][C:46]([C:47]([O:49][CH3:50])=[O:48])=[CH:45][N:44]=1. The yield is 0.360.